This data is from Catalyst prediction with 721,799 reactions and 888 catalyst types from USPTO. The task is: Predict which catalyst facilitates the given reaction. (1) Reactant: Cl[CH2:2][CH2:3][CH2:4][N:5]1[CH2:10][C:9](=[O:11])[N:8]([CH2:12][CH2:13][CH2:14]Cl)[CH2:7][C:6]1=[O:16].[NH:17]1[CH2:22][CH2:21][CH:20]([O:23][C:24](=[O:38])[NH:25][C:26]2[CH:31]=[CH:30][CH:29]=[CH:28][C:27]=2[C:32]2[CH:37]=[CH:36][CH:35]=[CH:34][CH:33]=2)[CH2:19][CH2:18]1.CCN(C(C)C)C(C)C.[OH:48][C:49]1[CH:56]=[CH:55][C:52]([CH2:53][NH2:54])=[CH:51][CH:50]=1. Product: [OH:48][C:49]1[CH:56]=[CH:55][C:52]([CH2:53][NH:54][CH2:2][CH2:3][CH2:4][N:5]2[C:6](=[O:16])[CH2:7][N:8]([CH2:12][CH2:13][CH2:14][N:17]3[CH2:18][CH2:19][CH:20]([O:23][C:24](=[O:38])[NH:25][C:26]4[CH:31]=[CH:30][CH:29]=[CH:28][C:27]=4[C:32]4[CH:37]=[CH:36][CH:35]=[CH:34][CH:33]=4)[CH2:21][CH2:22]3)[C:9](=[O:11])[CH2:10]2)=[CH:51][CH:50]=1. The catalyst class is: 3. (2) Reactant: [C:1]([O:8][CH3:9])(=[O:7])[CH2:2][C:3]([O:5][CH3:6])=[O:4].[H-].[Na+].[H][H].Cl[C:15]1[C:20]([C:21]2[C:26]([F:27])=[CH:25][C:24]([F:28])=[CH:23][C:22]=2[F:29])=[C:19]([CH3:30])[N:18]2[N:31]=[CH:32][N:33]=[C:17]2[N:16]=1. Product: [CH3:30][C:19]1[N:18]2[N:31]=[CH:32][N:33]=[C:17]2[N:16]=[C:15]([CH:2]([C:1]([O:8][CH3:9])=[O:7])[C:3]([O:5][CH3:6])=[O:4])[C:20]=1[C:21]1[C:22]([F:29])=[CH:23][C:24]([F:28])=[CH:25][C:26]=1[F:27]. The catalyst class is: 10. (3) Reactant: [CH3:1][CH:2]([CH3:19])[CH:3]([CH2:10][C:11]1[CH:16]=[CH:15][CH:14]=[C:13]([O:17][CH3:18])[CH:12]=1)[CH2:4][C:5]([O:7]CC)=[O:6].[OH-].[Na+]. Product: [CH3:1][CH:2]([CH3:19])[CH:3]([CH2:10][C:11]1[CH:16]=[CH:15][CH:14]=[C:13]([O:17][CH3:18])[CH:12]=1)[CH2:4][C:5]([OH:7])=[O:6]. The catalyst class is: 242. (4) The catalyst class is: 1. Product: [Si:5]([O:23][CH2:22][CH2:21][O:20][CH2:19][C:15]1[S:14][CH:18]=[CH:17][N:16]=1)([C:2]([CH3:4])([CH3:3])[CH3:1])([CH3:7])[CH3:6]. Reactant: [CH3:1][C:2]([Si:5](Cl)([CH3:7])[CH3:6])([CH3:4])[CH3:3].N1C=CN=C1.[S:14]1[CH:18]=[CH:17][N:16]=[C:15]1[CH2:19][O:20][CH2:21][CH2:22][OH:23]. (5) Reactant: [C:1](O)(=O)/[C:2](=[C:4](\[CH:6]=[O:7])/[Cl:5])/[Cl:3].Cl.[C:11]([NH:15][NH2:16])([CH3:14])([CH3:13])[CH3:12]. Product: [C:11]([N:15]1[C:6](=[O:7])[C:4]([Cl:5])=[C:2]([Cl:3])[CH:1]=[N:16]1)([CH3:14])([CH3:13])[CH3:12]. The catalyst class is: 5. (6) Reactant: [Br:1][C:2]1[C:3]([C:9]2[S:10][C:11]([Cl:14])=[CH:12][CH:13]=2)=[N:4][C:5](Cl)=[N:6][CH:7]=1.C(=O)([O-])[O-].[K+].[K+].[NH2:21][CH2:22][CH2:23][N:24]1[CH2:28][CH2:27][NH:26][C:25]1=[O:29].C(=O)(O)[O-].[Na+]. Product: [Br:1][C:2]1[C:3]([C:9]2[S:10][C:11]([Cl:14])=[CH:12][CH:13]=2)=[N:4][C:5]([NH:21][CH2:22][CH2:23][N:24]2[CH2:28][CH2:27][NH:26][C:25]2=[O:29])=[N:6][CH:7]=1. The catalyst class is: 60. (7) Reactant: C([Li])CCC.[Br:6][C:7]1[CH:8]=[C:9]([CH:13]=[CH:14][CH:15]=1)[C:10]([OH:12])=[O:11].CN([CH:19]=[O:20])C.O. Product: [Br:6][C:7]1[CH:15]=[CH:14][CH:13]=[C:9]2[C:8]=1[CH:19]([OH:20])[O:11][C:10]2=[O:12]. The catalyst class is: 1. (8) Reactant: [NH2:1][C:2]1[CH:7]=[CH:6][CH:5]=[CH:4][CH:3]=1.C(O)(=O)[C:9]1[CH:14]=[CH:13][CH:12]=[CH:11][CH:10]=1.Cl. Product: [C:2]1([NH:1][C:9]2[CH:14]=[CH:13][CH:12]=[CH:11][CH:10]=2)[CH:7]=[CH:6][CH:5]=[CH:4][CH:3]=1. The catalyst class is: 8. (9) Reactant: [CH3:1][C:2]([CH3:12])([CH3:11])[C:3](=[O:10])[CH2:4][N:5]1[CH:9]=[N:8][CH:7]=[N:6]1.[CH3:13][C:14](C)([O-])[CH3:15].[K+].BrCCC[N:23]1[C:31]2[C:26](=[CH:27][CH:28]=[CH:29][C:30]=2[Cl:32])[CH:25]=[CH:24]1.[I-].[K+]. Product: [Cl:32][C:30]1[CH:29]=[CH:28][CH:27]=[C:26]2[C:31]=1[NH:23][C:24]([CH2:13][CH2:14][CH2:15][CH:4]([N:5]1[CH:9]=[N:8][CH:7]=[N:6]1)[C:3](=[O:10])[C:2]([CH3:12])([CH3:11])[CH3:1])=[CH:25]2. The catalyst class is: 174. (10) Reactant: F[C:2]1[C:7]([CH:8]2[CH2:13][CH2:12][C:11](=[O:14])[CH2:10][CH2:9]2)=[CH:6][CH:5]=[CH:4][N:3]=1.[NH:15]1[C:19]2[CH:20]=[CH:21][CH:22]=[CH:23][C:18]=2[N:17]=[C:16]1[C:24]([C:26]1[CH:31]=[CH:30][C:29]([OH:32])=[CH:28][CH:27]=1)=[O:25].C(=O)([O-])[O-].[Cs+].[Cs+]. Product: [NH:15]1[C:19]2[CH:20]=[CH:21][CH:22]=[CH:23][C:18]=2[N:17]=[C:16]1[C:24]([C:26]1[CH:31]=[CH:30][C:29]([O:32][C:2]2[C:7]([CH:8]3[CH2:13][CH2:12][C:11](=[O:14])[CH2:10][CH2:9]3)=[CH:6][CH:5]=[CH:4][N:3]=2)=[CH:28][CH:27]=1)=[O:25]. The catalyst class is: 179.